Task: Predict the reactants needed to synthesize the given product.. Dataset: Full USPTO retrosynthesis dataset with 1.9M reactions from patents (1976-2016) (1) Given the product [Cl:8][C:9]1[CH:10]=[C:11]([NH:12][C@H:2]([C:1]([O:6][CH3:7])=[O:5])[CH3:4])[CH:13]=[CH:14][C:15]=1[F:16], predict the reactants needed to synthesize it. The reactants are: [C:1]([O:6][CH3:7])(=[O:5])[C:2]([CH3:4])=O.[Cl:8][C:9]1[CH:10]=[C:11]([CH:13]=[CH:14][C:15]=1[F:16])[NH2:12].[H][H]. (2) Given the product [O:14]=[C:6]1[N:5]([CH2:4][CH2:3][NH:2][S:23]([CH3:22])(=[O:25])=[O:24])[C:9]2[CH:10]=[CH:11][CH:12]=[CH:13][C:8]=2[NH:7]1, predict the reactants needed to synthesize it. The reactants are: Cl.[NH2:2][CH2:3][CH2:4][N:5]1[C:9]2[CH:10]=[CH:11][CH:12]=[CH:13][C:8]=2[NH:7][C:6]1=[O:14].C(N(CC)CC)C.[CH3:22][S:23](Cl)(=[O:25])=[O:24].